Dataset: hERG potassium channel inhibition data for cardiac toxicity prediction from Karim et al.. Task: Regression/Classification. Given a drug SMILES string, predict its toxicity properties. Task type varies by dataset: regression for continuous values (e.g., LD50, hERG inhibition percentage) or binary classification for toxic/non-toxic outcomes (e.g., AMES mutagenicity, cardiotoxicity, hepatotoxicity). Dataset: herg_karim. (1) The compound is Cc1sc2c(c1C)C(c1ccc(Cl)cc1)=N[C@@H](CC(=O)OC(C)(C)C)c1nnc(C)n1-2. The result is 0 (non-blocker). (2) The compound is O=C1OCCc2cc([C@@H]3CN4CCN(C(=O)Cc5ccc(-n6cnnn6)cc5)C[C@H]4CO3)ccc21. The result is 0 (non-blocker). (3) The molecule is CC(C)(O)c1ccc(C(CC2=CCC(=O)NC2)c2ccc(OC(F)F)c(OC3CC3)c2)cn1. The result is 0 (non-blocker).